Dataset: Catalyst prediction with 721,799 reactions and 888 catalyst types from USPTO. Task: Predict which catalyst facilitates the given reaction. (1) Reactant: [CH3:1][O:2][C:3](=[O:11])[C:4]1[CH:9]=[CH:8][CH:7]=[N:6][C:5]=1F.[F:12][C:13]1[C:19]([O:20][CH3:21])=[CH:18][CH:17]=[CH:16][C:14]=1[NH2:15]. Product: [F:12][C:13]1[C:19]([O:20][CH3:21])=[CH:18][CH:17]=[CH:16][C:14]=1[NH:15][C:5]1[N:6]=[CH:7][CH:8]=[CH:9][C:4]=1[C:3]([O:2][CH3:1])=[O:11]. The catalyst class is: 2. (2) Reactant: [CH3:1][O:2][C:3](=[O:13])[C:4]1[CH:12]=[CH:11][C:7]([C:8]([O-:10])=O)=[CH:6][CH:5]=1.[CH3:14][O:15][C:16]1[CH:25]=[CH:24][C:19]2[N:20]=[C:21]([NH2:23])[S:22][C:18]=2[CH:17]=1.C(P1(=O)OP(CCC)(=O)OP(CCC)(=O)O1)CC. Product: [CH3:14][O:15][C:16]1[CH:25]=[CH:24][C:19]2[N:20]=[C:21]([NH:23][C:8]([C:7]3[CH:6]=[CH:5][C:4]([C:3]([O:2][CH3:1])=[O:13])=[CH:12][CH:11]=3)=[O:10])[S:22][C:18]=2[CH:17]=1. The catalyst class is: 66. (3) Reactant: [OH-].[Na+].[C:3]([O:6][CH:7]=[CH2:8])(=[O:5])[CH3:4].Cl. Product: [CH:3]([OH:5])=[CH2:4].[C:3]([O:6][CH:7]=[CH2:8])(=[O:5])[CH3:4]. The catalyst class is: 5. (4) Reactant: O.[NH:2]1[CH:9]=[CH:8][C:6]([NH2:7])=[N:5][C:3]1=[O:4].[NH:2]1[CH:9]=[CH:8][C:6]([NH2:7])=[N:5][C:3]1=[O:4].[C:18](Cl)(=[O:25])[C:19]1[CH:24]=[CH:23][CH:22]=[CH:21][CH:20]=1.O. Product: [C:18]([N:2]1[CH:9]=[CH:8][C:6]([NH2:7])=[N:5][C:3]1=[O:4])(=[O:25])[C:19]1[CH:24]=[CH:23][CH:22]=[CH:21][CH:20]=1. The catalyst class is: 17. (5) Reactant: [NH2:1][C:2]1[CH:3]=[C:4]([C:10]2[C:15]([CH3:16])=[CH:14][CH:13]=[C:12]([NH:17][C:18]([C:20]3([C:23]4[CH:33]=[CH:32][C:26]5[O:27][C:28]([F:31])([F:30])[O:29][C:25]=5[CH:24]=4)[CH2:22][CH2:21]3)=[O:19])[N:11]=2)[CH:5]=[N:6][C:7]=1[O:8]C.Cl. Product: [NH2:1][C:2]1[C:7](=[O:8])[NH:6][CH:5]=[C:4]([C:10]2[N:11]=[C:12]([NH:17][C:18]([C:20]3([C:23]4[CH:33]=[CH:32][C:26]5[O:27][C:28]([F:30])([F:31])[O:29][C:25]=5[CH:24]=4)[CH2:21][CH2:22]3)=[O:19])[CH:13]=[CH:14][C:15]=2[CH3:16])[CH:3]=1. The catalyst class is: 12. (6) Reactant: Cl[C:2]1[CH:3]=[C:4]([CH:7]=[CH:8][N:9]=1)[C:5]#[N:6].[CH3:10][NH:11][CH:12]1[CH2:17][CH2:16][N:15]([CH2:18][C:19]2[CH:24]=[CH:23][CH:22]=[C:21]([C:25]([F:28])([F:27])[F:26])[CH:20]=2)[CH2:14][CH2:13]1.C(N(C(C)C)CC)(C)C. Product: [CH3:10][N:11]([CH:12]1[CH2:13][CH2:14][N:15]([CH2:18][C:19]2[CH:24]=[CH:23][CH:22]=[C:21]([C:25]([F:28])([F:26])[F:27])[CH:20]=2)[CH2:16][CH2:17]1)[C:2]1[CH:3]=[C:4]([CH:7]=[CH:8][N:9]=1)[C:5]#[N:6]. The catalyst class is: 51. (7) Reactant: [CH3:1][C:2]1[N:7]=[C:6]2[S:8][C:9]3[CH2:14][CH2:13][CH2:12][CH2:11][C:10]=3[C:5]2=[C:4]([C:15]2[CH:20]=[CH:19][C:18]([CH3:21])=[CH:17][CH:16]=2)[C:3]=1[CH:22]([CH2:27][CH2:28][C:29]1[CH:34]=[CH:33][CH:32]=[CH:31][CH:30]=1)[C:23]([O:25]C)=[O:24].[OH-].[Na+]. Product: [CH3:1][C:2]1[N:7]=[C:6]2[S:8][C:9]3[CH2:14][CH2:13][CH2:12][CH2:11][C:10]=3[C:5]2=[C:4]([C:15]2[CH:20]=[CH:19][C:18]([CH3:21])=[CH:17][CH:16]=2)[C:3]=1[CH:22]([CH2:27][CH2:28][C:29]1[CH:30]=[CH:31][CH:32]=[CH:33][CH:34]=1)[C:23]([OH:25])=[O:24]. The catalyst class is: 5. (8) Reactant: [O:1]([C:8]1[CH:17]=[CH:16][C:11]([C:12]([O:14]C)=[O:13])=[CH:10][CH:9]=1)[C:2]1[CH:7]=[CH:6][CH:5]=[CH:4][CH:3]=1.[OH-].[Na+]. Product: [O:1]([C:8]1[CH:17]=[CH:16][C:11]([C:12]([OH:14])=[O:13])=[CH:10][CH:9]=1)[C:2]1[CH:3]=[CH:4][CH:5]=[CH:6][CH:7]=1. The catalyst class is: 127. (9) Reactant: [H-].[H-].[H-].[H-].[Li+].[Al+3].N#N.[N:9]1([CH:15]([CH3:20])[C:16](OC)=[O:17])[CH2:14][CH2:13][O:12][CH2:11][CH2:10]1.[OH-].[Na+]. Product: [N:9]1([CH:15]([CH3:20])[CH2:16][OH:17])[CH2:14][CH2:13][O:12][CH2:11][CH2:10]1. The catalyst class is: 90.